Dataset: Reaction yield outcomes from USPTO patents with 853,638 reactions. Task: Predict the reaction yield, written as a fraction of the theoretical maximum amount of product (1.0 means a 100% yield; for example, 0.34 means a 34% yield). (1) The reactants are [NH2:1][C:2]1[C:7]([C:8]([C:10]2[CH:15]=[C:14]([F:16])[CH:13]=[CH:12][C:11]=2[O:17][CH3:18])=[O:9])=[CH:6][N:5]=[C:4]([NH:19][CH:20]2[CH2:25][CH2:24][N:23]([S:26]([CH2:29][CH2:30][CH2:31]N3CCCC3)(=[O:28])=[O:27])[CH2:22][CH2:21]2)[N:3]=1.[I-].[K+].[C:39]([O-:42])(=[O:41])[CH3:40].[K+]. The catalyst is CN(C)C=O.O.[Cl-].[Na+]. The product is [NH2:1][C:2]1[C:7]([C:8](=[O:9])[C:10]2[CH:15]=[C:14]([F:16])[CH:13]=[CH:12][C:11]=2[O:17][CH3:18])=[CH:6][N:5]=[C:4]([NH:19][CH:20]2[CH2:21][CH2:22][N:23]([S:26]([CH2:29][CH2:30][CH2:31][O:42][C:39](=[O:41])[CH3:40])(=[O:28])=[O:27])[CH2:24][CH2:25]2)[N:3]=1. The yield is 0.510. (2) The reactants are [CH2:1]([O:3][C:4](=[O:16])[CH2:5][C@@H:6]([NH2:15])[C:7]1[CH:12]=[CH:11][C:10]([F:13])=[CH:9][C:8]=1[Br:14])[CH3:2].[CH2:17]=[C:18]1[O:22][C:20](=[O:21])[CH2:19]1. The catalyst is C(Cl)Cl. The product is [CH2:1]([O:3][C:4](=[O:16])[CH2:5][C@H:6]([C:7]1[CH:12]=[CH:11][C:10]([F:13])=[CH:9][C:8]=1[Br:14])[NH:15][C:20](=[O:21])[CH2:19][C:18](=[O:22])[CH3:17])[CH3:2]. The yield is 0.990. (3) The reactants are F[C:2]1[CH:3]=[C:4]([CH2:8][NH2:9])[CH:5]=[N:6][CH:7]=1.N1C=CC=C(CN)C=1.[CH3:18][C:19]1[N:20]=[C:21]([N:27]2[CH2:31][CH2:30][N:29]([CH2:32][CH2:33][CH2:34][C:35]([F:38])([F:37])[F:36])[C:28]2=[O:39])[S:22][C:23]=1[C:24](O)=[O:25]. No catalyst specified. The product is [CH3:18][C:19]1[N:20]=[C:21]([N:27]2[CH2:31][CH2:30][N:29]([CH2:32][CH2:33][CH2:34][C:35]([F:36])([F:37])[F:38])[C:28]2=[O:39])[S:22][C:23]=1[C:24]([NH:9][CH2:8][C:4]1[CH:5]=[N:6][CH:7]=[CH:2][CH:3]=1)=[O:25]. The yield is 0.500. (4) The reactants are [CH3:1][N:2]1[C:10]2[C:5](=[CH:6][CH:7]=[CH:8][CH:9]=2)[CH:4]=[C:3]1[C:11]1[CH:16]=[CH:15][CH:14]=[CH:13][CH:12]=1.CO/[CH:19]=[CH:20]/[C:21]([O:23][CH3:24])=[O:22].P(Cl)(Cl)(Cl)=O. The catalyst is C(OCC)(=O)C.O.C(O)(=O)C. The product is [CH3:1][N:2]1[C:10]2[C:5](=[CH:6][CH:7]=[CH:8][CH:9]=2)[C:4](/[CH:19]=[CH:20]/[C:21]([O:23][CH3:24])=[O:22])=[C:3]1[C:11]1[CH:16]=[CH:15][CH:14]=[CH:13][CH:12]=1. The yield is 0.760.